Dataset: Catalyst prediction with 721,799 reactions and 888 catalyst types from USPTO. Task: Predict which catalyst facilitates the given reaction. (1) Reactant: [CH3:1][O:2][C:3](=[O:37])[CH:4]=[CH:5][CH2:6][C@@H:7]1[C@H:12]2[C@H:13]3[C@H:22]([CH2:23][CH2:24][C@:10]2([CH3:11])[C:9](=[O:36])[CH2:8]1)[C:21]1[CH:20]=[C:19]([O:25][CH2:26][CH3:27])[C:18]([O:28]CC2C=CC=CC=2)=[CH:17][C:16]=1[CH2:15][CH2:14]3. Product: [CH3:1][O:2][C:3](=[O:37])[CH2:4][CH2:5][CH2:6][C@@H:7]1[C@H:12]2[C@H:13]3[C@H:22]([CH2:23][CH2:24][C@:10]2([CH3:11])[C:9](=[O:36])[CH2:8]1)[C:21]1[CH:20]=[C:19]([O:25][CH2:26][CH3:27])[C:18]([OH:28])=[CH:17][C:16]=1[CH2:15][CH2:14]3. The catalyst class is: 358. (2) Reactant: [C:1]([O:5][C:6]([N:8]1[C@H:12]([C:13]([OH:15])=[O:14])[CH2:11][C@H:10]2[CH2:16][CH2:17][CH2:18][C@@H:9]12)=[O:7])([CH3:4])([CH3:3])[CH3:2].[Cl:19][C:20]1[C:21]([F:28])=[C:22]([CH2:26]N)[CH:23]=[CH:24][CH:25]=1.CN(C(ON1N=NC2C=CC=NC1=2)=[N+](C)C)C.F[P-](F)(F)(F)(F)F.CCN(C(C)C)C(C)C. Product: [N:8]1([C:6]([O:5][C:1]([CH3:4])([CH3:2])[CH3:3])=[O:7])[C@H:12]([C:13]([O:15][CH2:26][C:22]2[CH:23]=[CH:24][CH:25]=[C:20]([Cl:19])[C:21]=2[F:28])=[O:14])[CH2:11][C@H:10]2[CH2:16][CH2:17][CH2:18][C@@H:9]12. The catalyst class is: 18. (3) Reactant: [CH3:1][C:2]1([CH3:14])[C:6]([CH3:8])([CH3:7])[O:5][B:4]([C:9]2[CH:10]=[N:11][NH:12][CH:13]=2)[O:3]1.Br[CH2:16][CH2:17][C:18]#[N:19].C(=O)([O-])[O-].[Cs+].[Cs+]. Product: [CH3:1][C:2]1([CH3:14])[C:6]([CH3:7])([CH3:8])[O:5][B:4]([C:9]2[CH:13]=[N:12][N:11]([CH2:16][CH2:17][C:18]#[N:19])[CH:10]=2)[O:3]1. The catalyst class is: 115. (4) Reactant: [O:1]=[C:2]1[CH2:6][CH2:5][C@H:4](/[CH:7]=[CH:8]/[CH2:9][C@:10]([OH:19])([CH3:18])[CH2:11][CH2:12][C:13]([F:17])=[C:14]([F:16])[F:15])[C@H:3]1[CH2:20][CH2:21][S:22][C:23]1[S:24][CH:25]=[C:26]([C:28]([O:30]C)=[O:29])[N:27]=1.[OH-].[Li+].S([O-])(O)(=O)=O.[K+]. Product: [O:1]=[C:2]1[CH2:6][CH2:5][C@H:4](/[CH:7]=[CH:8]/[CH2:9][C@:10]([OH:19])([CH3:18])[CH2:11][CH2:12][C:13]([F:17])=[C:14]([F:15])[F:16])[C@H:3]1[CH2:20][CH2:21][S:22][C:23]1[S:24][CH:25]=[C:26]([C:28]([OH:30])=[O:29])[N:27]=1. The catalyst class is: 149. (5) Reactant: I[C:2]1[CH:7]=[CH:6][C:5]([N+:8]([O-:10])=[O:9])=[CH:4][CH:3]=1.[Br:11][C:12]1[CH:17]=[CH:16][C:15]([SH:18])=[CH:14][CH:13]=1.C(=O)(O)[O-].[Na+]. Product: [Br:11][C:12]1[CH:17]=[CH:16][C:15]([S:18][C:2]2[CH:7]=[CH:6][C:5]([N+:8]([O-:10])=[O:9])=[CH:4][CH:3]=2)=[CH:14][CH:13]=1. The catalyst class is: 14. (6) Product: [CH2:23]([O:30][C:31](=[O:41])[CH2:32][C:33]1([C:38]([NH:83][CH:69]([CH2:70][C:71]2[CH:76]=[CH:75][C:74]([C:77]3[CH:82]=[CH:81][CH:80]=[CH:79][CH:78]=3)=[CH:73][CH:72]=2)[CH2:68][C:67]([O:66][C:62]([CH3:65])([CH3:63])[CH3:64])=[O:84])=[O:40])[CH2:34][CH2:35][CH2:36][CH2:37]1)[C:24]1[CH:25]=[CH:26][CH:27]=[CH:28][CH:29]=1. The catalyst class is: 18. Reactant: CCN=C=NCCCN(C)C.Cl.ON1C2N=CC=CC=2N=N1.[CH2:23]([O:30][C:31](=[O:41])[CH2:32][C:33]1([C:38]([OH:40])=O)[CH2:37][CH2:36][CH2:35][CH2:34]1)[C:24]1[CH:29]=[CH:28][CH:27]=[CH:26][CH:25]=1.C(OC(C1(CC(O)=O)CCCC1)=O)C1C=CC=CC=1.Cl.[C:62]([O:66][C:67](=[O:84])[CH2:68][CH:69]([NH2:83])[CH2:70][C:71]1[CH:76]=[CH:75][C:74]([C:77]2[CH:82]=[CH:81][CH:80]=[CH:79][CH:78]=2)=[CH:73][CH:72]=1)([CH3:65])([CH3:64])[CH3:63].CCN(C(C)C)C(C)C. (7) Reactant: [C:1]1([CH3:19])[CH:6]=[CH:5][C:4]([O:7][CH:8]([C:10]2[CH:18]=[CH:17][C:13]([C:14]([OH:16])=O)=[CH:12][CH:11]=2)[CH3:9])=[CH:3][CH:2]=1.CN(C(ON1N=NC2C=CC=NC1=2)=[N+](C)C)C.F[P-](F)(F)(F)(F)F.C(N(CC)CC)C.[NH2:51][CH2:52][C:53]1[C:54]([OH:61])=[N:55][C:56]([CH3:60])=[CH:57][C:58]=1[CH3:59]. Product: [OH:61][C:54]1[C:53]([CH2:52][NH:51][C:14](=[O:16])[C:13]2[CH:12]=[CH:11][C:10]([CH:8]([O:7][C:4]3[CH:3]=[CH:2][C:1]([CH3:19])=[CH:6][CH:5]=3)[CH3:9])=[CH:18][CH:17]=2)=[C:58]([CH3:59])[CH:57]=[C:56]([CH3:60])[N:55]=1. The catalyst class is: 4. (8) Reactant: [F:1][C:2]([F:46])([F:45])[C:3]([C:41]([F:44])([F:43])[F:42])=[CH:4][C:5]([NH:7][C@:8]([C:30]1[CH:35]=[CH:34][C:33]([F:36])=[C:32]([O:37][CH:38]([CH3:40])[CH3:39])[CH:31]=1)([C:16]1[CH:21]=[C:20]([O:22][C:23]([F:28])([F:27])[CH:24]([F:26])[F:25])[CH:19]=[C:18]([F:29])[CH:17]=1)[CH2:9][C:10]1[CH:15]=[CH:14][CH:13]=[CH:12][CH:11]=1)=[O:6].C1(C2C=C[N+]([O-:59])=CC=2)C=CC=CC=1.[O-]Cl.[Na+]. Product: [F:36][C:33]1[CH:34]=[CH:35][C:30]([C@@:8]([NH:7][C:5]([CH:4]2[C:3]([C:41]([F:43])([F:44])[F:42])([C:2]([F:1])([F:45])[F:46])[O:59]2)=[O:6])([C:16]2[CH:21]=[C:20]([O:22][C:23]([F:27])([F:28])[CH:24]([F:26])[F:25])[CH:19]=[C:18]([F:29])[CH:17]=2)[CH2:9][C:10]2[CH:15]=[CH:14][CH:13]=[CH:12][CH:11]=2)=[CH:31][C:32]=1[O:37][CH:38]([CH3:40])[CH3:39]. The catalyst class is: 10. (9) Reactant: CS(O[CH2:6][CH2:7][CH2:8][C:9]1[CH:14]=[CH:13][C:12]([Br:15])=[CH:11][CH:10]=1)(=O)=O.C([O-])([O-])=O.[K+].[K+].[CH3:22][O:23][CH2:24][CH2:25][CH2:26][NH2:27]. Product: [Br:15][C:12]1[CH:13]=[CH:14][C:9]([CH2:8][CH2:7][CH2:6][NH:27][CH2:26][CH2:25][CH2:24][O:23][CH3:22])=[CH:10][CH:11]=1. The catalyst class is: 23.